From a dataset of Experimentally validated miRNA-target interactions with 360,000+ pairs, plus equal number of negative samples. Binary Classification. Given a miRNA mature sequence and a target amino acid sequence, predict their likelihood of interaction. (1) The miRNA is hsa-miR-495-5p with sequence GAAGUUGCCCAUGUUAUUUUCG. The protein sequence of the target gene is MAKIAKTHEDIEAQIREIQGKKAALDEAQGVGLDSTGYYDQEIYGGSDSRFAGYVTSIAATELEDDDDDYSSSTSLLGQKKPGYHAPVALLNDIPQSTEQYDPFAEHRPPKIADREDEYKKHRRTMIISPERLDPFADGGKTPDPKMNARTYMDVMREQHLTKEEREIRQQLAEKAKAGELKVVNGAAASQPPSKRKRRWDQTADQTPGATPKKLSSWDQAETPGHTPSLRWDETPGRAKGSETPGATPGSKIWDPTPSHTPAGAATPGRGDTPGHATPGHGGATSSARKNRWDETPKTE.... Result: 1 (interaction). (2) The miRNA is hsa-miR-181d-5p with sequence AACAUUCAUUGUUGUCGGUGGGU. The protein sequence of the target gene is MPRFALTVIRHGETRLNKEKIIQGQGVDAPLSETGFRQAAAAGQFLSNVQFTHAFSSDLTRTKQTIHGILEKSRFCKDMAVKYDSRLRERMYGVAEGKPLSELRAMAKAAGEECPMFTPPGGETVEQVKMRGKDFFDFICQLILGKAGQRESVLPGAPGSGLESSLAEVFPVGKHGSLGANPKGGTLGLAASILVVSHGAYMRSLFGYFLSDLRCSLPGARDKLELSSITPNTGISVFIIDCEEARQPSIQCVCMNLQEHLNGVTEKQH. Result: 0 (no interaction). (3) The miRNA is hsa-miR-3908 with sequence GAGCAAUGUAGGUAGACUGUUU. The protein sequence of the target gene is MESKEERALNNLIVENVNQENDEKDEKEQVANKGEPLALPLNVSEYCVPRGNRRRFRVRQPILQYRWDIMHRLGEPQARMREENMERIGEEVRQLMEKLREKQLSHSLRAVSTDPPHHDHHDEFCLMP. Result: 0 (no interaction). (4) The miRNA is hsa-miR-3683 with sequence UGCGACAUUGGAAGUAGUAUCA. The protein sequence of the target gene is MRVENVDNVSFALNGRADEWCMSVETRLDSLVREKSEVKAYVGGCPSVITDAGAYDALFDMRRRWSNNGGFPLRMLEESSSEVTSSSALGLPPAMVMSPESLASPEYRALELWSYDDGITYNTAQSLLGACNMQQQQLQPQQPHPAPPTLPTMPLPMPPTTPKSENESMSSGREELSPASSINGCSADADARRQKKGPAPRQQEELCLVCGDRASGYHYNALTCEGCKGFFRRSVTKNAVYICKFGHACEMDMYMRRKCQECRLKKCLAVGMRPECVIQEPSKNKDRQRQKKDKGILLPV.... Result: 0 (no interaction). (5) The miRNA is hsa-miR-3612 with sequence AGGAGGCAUCUUGAGAAAUGGA. The protein sequence of the target gene is MSSPGPSQPPAEDPPWPARLLRAPLGLLRLDPSGGALLLCGLVALLGWSWLRRRRARGIPPGPTPWPLVGNFGHVLLPPFLRRRSWLSSRTRAAGIDPSVIGPQVLLAHLARVYGSIFSFFIGHYLVVVLSDFHSVREALVQQAEVFSDRPRVPLISIVTKEKGVVFAHYGPVWRQQRKFSHSTLRHFGLGKLSLEPKIIEEFKYVKAEMQKHGEDPFCPFSIISNAVSNIICSLCFGQRFDYTNSEFKKMLGFMSRGLEICLNSQVLLVNICPWLYYLPFGPFKELRQIEKDITSFLKK.... Result: 0 (no interaction). (6) The miRNA is mmu-miR-190a-5p with sequence UGAUAUGUUUGAUAUAUUAGGU. The protein sequence of the target gene is MVRGARQSQQPRSRLAPRLSGTVEKPPRKRKSRTEFTLKETMSSGGAEDDIPQGERKTVTDFCYLLDKSKQLFNGLRDLPQYGQKQWQSYFGRTFDVYTKLWKFQQQHRQVLDNRYGLKRWQIGEIASKIGQLYYHYYLRTSETSYLNEAFSFYSAIRQRSYYSQVNKEDRPELVVKKLRYYARFIVVCLLLNKMDVVKDLVKELSDEIEDYTHRFNTEDQVEWNLVLQEVAAFIEADPVMVLNDDNTIVITSNRLAETGAPLLEQGMIVGQLSLADALIIGNCNNQVKFSELTVDMFRM.... Result: 1 (interaction). (7) The miRNA is hsa-miR-340-5p with sequence UUAUAAAGCAAUGAGACUGAUU. The protein sequence of the target gene is MDHTASQNAQDLIGIPHLGVSGSSTKWHSELSPTEGPHSAGSSTPGFLSPMAELSHPSPPPPALGSLLQLPDGSPSWSMLEVASGPASTQQIKAGVPGRVHNGVSLPTFKNTETATHEAEPPLFQTAESGAIEMTSRKLASATANDSANPLHLSAAPENSRGPALSAEHTSSLVPSLHITTLGQEQAILSGAVPASPSTGTADFPSILTFLQPTENHASPSPVPEMPTLPAEGSDGSPPATRDLLLSSKVPNLLSTSWTFPRWKKDSVTAILGKNEEANVTIPLQAFPRKEVLSLHTVNG.... Result: 0 (no interaction).